Predict the product of the given reaction. From a dataset of Forward reaction prediction with 1.9M reactions from USPTO patents (1976-2016). Given the reactants [N+:1]([C:4]1[CH:9]=[CH:8][CH:7]=[CH:6][C:5]=1[CH2:10][CH2:11][N:12]1[CH2:17][CH2:16][O:15][CH2:14][CH2:13]1)([O-])=O.[H][H], predict the reaction product. The product is: [N:12]1([CH2:11][CH2:10][C:5]2[CH:6]=[CH:7][CH:8]=[CH:9][C:4]=2[NH2:1])[CH2:17][CH2:16][O:15][CH2:14][CH2:13]1.